From a dataset of Reaction yield outcomes from USPTO patents with 853,638 reactions. Predict the reaction yield, written as a fraction of the theoretical maximum amount of product (1.0 means a 100% yield; for example, 0.34 means a 34% yield). (1) The reactants are [H-].[Na+].[CH3:3][C:4]1([CH3:13])[O:8][C@@H:7]([CH2:9][OH:10])[C@H:6]([CH2:11][OH:12])[O:5]1.[CH2:14](Br)[C:15]1[CH:20]=[CH:19][CH:18]=[CH:17][CH:16]=1.C(O)(=O)C. The catalyst is CN(C)C=O. The product is [CH2:14]([O:12][CH2:11][C@@H:6]1[O:5][C:4]([CH3:13])([CH3:3])[O:8][C@H:7]1[CH2:9][OH:10])[C:15]1[CH:20]=[CH:19][CH:18]=[CH:17][CH:16]=1. The yield is 0.730. (2) The reactants are [Al+3].[Cl-].[Cl-].[Cl-].[H-].[Al+3].[Li+].[H-].[H-].[H-].[Br:11][C:12]#[C:13][C@H:14]([OH:24])[CH2:15][O:16][C:17]1[CH:22]=[CH:21][C:20]([F:23])=[CH:19][CH:18]=1.[OH-].[Na+]. The catalyst is CCOCC.O. The product is [Br:11]/[CH:12]=[CH:13]/[C@H:14]([OH:24])[CH2:15][O:16][C:17]1[CH:22]=[CH:21][C:20]([F:23])=[CH:19][CH:18]=1. The yield is 0.810.